Dataset: Full USPTO retrosynthesis dataset with 1.9M reactions from patents (1976-2016). Task: Predict the reactants needed to synthesize the given product. (1) Given the product [O:1]=[C:2]1[N:8]([CH:9]2[CH2:10][CH2:11][N:12]([C:15]([O:17][C@H:18]([CH2:19][C:20]3[CH:30]=[C:29]([CH3:31])[C:23]4[NH:24][C:25]([O:27][CH3:28])=[N:26][C:22]=4[CH:21]=3)[C:32]([N:50]3[CH2:49][CH2:48][CH:47]([N:44]4[CH2:45][CH2:46][CH:41]([O:40][CH3:39])[CH2:42][CH2:43]4)[CH2:52][CH2:51]3)=[O:34])=[O:16])[CH2:13][CH2:14]2)[CH2:7][CH2:6][C:5]2[CH:35]=[CH:36][CH:37]=[CH:38][C:4]=2[NH:3]1, predict the reactants needed to synthesize it. The reactants are: [O:1]=[C:2]1[N:8]([CH:9]2[CH2:14][CH2:13][N:12]([C:15]([O:17][C@@H:18]([C:32]([OH:34])=O)[CH2:19][C:20]3[CH:30]=[C:29]([CH3:31])[C:23]4[NH:24][C:25]([O:27][CH3:28])=[N:26][C:22]=4[CH:21]=3)=[O:16])[CH2:11][CH2:10]2)[CH2:7][CH2:6][C:5]2[CH:35]=[CH:36][CH:37]=[CH:38][C:4]=2[NH:3]1.[CH3:39][O:40][CH:41]1[CH2:46][CH2:45][N:44]([CH:47]2[CH2:52][CH2:51][NH:50][CH2:49][CH2:48]2)[CH2:43][CH2:42]1.C(N(CC)CC)C. (2) Given the product [NH2:15][C:11]1[N:10]=[C:9]([C:16]2[CH:17]=[N:18][CH:19]=[CH:20][CH:21]=2)[C:8]([C:7]2[CH:6]=[CH:5][N:4]=[CH:3][C:2]=2[F:1])=[CH:13][C:12]=1[NH:14][C:26](=[O:27])[C:25]1[CH:29]=[CH:30][C:31]([CH3:32])=[C:23]([F:22])[CH:24]=1, predict the reactants needed to synthesize it. The reactants are: [F:1][C:2]1[CH:3]=[N:4][CH:5]=[CH:6][C:7]=1[C:8]1[C:9]([C:16]2[CH:17]=[N:18][CH:19]=[CH:20][CH:21]=2)=[N:10][C:11]([NH2:15])=[C:12]([NH2:14])[CH:13]=1.[F:22][C:23]1[CH:24]=[C:25]([CH:29]=[CH:30][C:31]=1[CH3:32])[C:26](Cl)=[O:27]. (3) Given the product [C:48]([O:47][C:45](=[O:46])[NH:44][CH2:43][CH2:42][CH:41]([NH2:40])[C:52]1[N:62]([CH2:63][C:64]2[CH:69]=[CH:68][CH:67]=[CH:66][CH:65]=2)[C:61](=[O:70])[C:55]2[C:54](=[CH:59][C:58]([Cl:60])=[CH:57][CH:56]=2)[N:53]=1)([CH3:51])([CH3:50])[CH3:49], predict the reactants needed to synthesize it. The reactants are: CN1CCOCC1.ClC(OCC(C)C)=O.C(N)C1C=CC=CC=1.C1C2C(COC(=O)[NH:40][CH:41]([C:52](=O)[NH:53][C:54]3[CH:59]=[C:58]([Cl:60])[CH:57]=[CH:56][C:55]=3[C:61](=[O:70])[NH:62][CH2:63][C:64]3[CH:69]=[CH:68][CH:67]=[CH:66][CH:65]=3)[CH2:42][CH2:43][NH:44][C:45]([O:47][C:48]([CH3:51])([CH3:50])[CH3:49])=[O:46])C3C(=CC=CC=3)C=2C=CC=1.O.[OH-].[Li+]. (4) Given the product [C:12]([O:16][C:17]([N:19]1[CH2:20][CH2:21][N:22]([C:25]([CH:26]2[CH2:27][O:5]2)=[O:28])[CH2:23][CH2:24]1)=[O:18])([CH3:15])([CH3:14])[CH3:13], predict the reactants needed to synthesize it. The reactants are: C([O:5]O)(C)(C)C.C([Li])CCC.[C:12]([O:16][C:17]([N:19]1[CH2:24][CH2:23][N:22]([C:25](=[O:28])[CH:26]=[CH2:27])[CH2:21][CH2:20]1)=[O:18])([CH3:15])([CH3:14])[CH3:13].S([O-])([O-])=O.[Na+].[Na+]. (5) Given the product [Br:1][C:2]1[CH:7]=[CH:6][C:5]([O:8][CH2:33][CH:34]2[CH2:36][O:35]2)=[C:4]([C:9]2[NH:10][C:11]3[C:16]([CH:17]=2)=[CH:15][CH:14]=[CH:13][CH:12]=3)[CH:3]=1, predict the reactants needed to synthesize it. The reactants are: [Br:1][C:2]1[CH:7]=[CH:6][C:5]([OH:8])=[C:4]([C:9]2[NH:10][C:11]3[C:16]([CH:17]=2)=[CH:15][CH:14]=[CH:13][CH:12]=3)[CH:3]=1.[F-].[Cs+].[N+](C1C=C(S(O[CH2:33][CH:34]2[CH2:36][O:35]2)(=O)=O)C=CC=1)([O-])=O. (6) Given the product [F:1][C:2]1[CH:3]=[C:4]2[C:8](=[CH:9][CH:10]=1)[N:7]([CH:11]([CH3:12])[CH3:13])[N:6]=[C:5]2[C:14]([OH:16])=[O:15], predict the reactants needed to synthesize it. The reactants are: [F:1][C:2]1[CH:3]=[C:4]2[C:8](=[CH:9][CH:10]=1)[N:7]([CH:11]([CH3:13])[CH3:12])[N:6]=[C:5]2[C:14]([O:16]CC)=[O:15].[OH-].[Na+].Cl. (7) Given the product [Br:1][C:2]1[C:18]([Cl:19])=[CH:17][C:5]([O:6][C:7]2[CH:8]=[C:9]([CH3:16])[N:10]=[CH:11][C:12]=2[C:13]([N:60]2[C:61]3[C:66](=[CH:65][CH:64]=[CH:63][CH:62]=3)[N:57]([CH:54]3[CH2:56][CH2:55]3)[CH2:58][CH2:59]2)=[O:15])=[C:4]([Cl:20])[CH:3]=1, predict the reactants needed to synthesize it. The reactants are: [Br:1][C:2]1[C:18]([Cl:19])=[CH:17][C:5]([O:6][C:7]2[C:12]([C:13]([OH:15])=O)=[CH:11][N:10]=[C:9]([CH3:16])[CH:8]=2)=[C:4]([Cl:20])[CH:3]=1.C(N(C(C)C)C(C)C)C.CN(C(ON1N=NC2C=CC=NC1=2)=[N+](C)C)C.F[P-](F)(F)(F)(F)F.[CH:54]1([N:57]2[C:66]3[C:61](=[CH:62][CH:63]=[CH:64][CH:65]=3)[NH:60][CH2:59][CH2:58]2)[CH2:56][CH2:55]1.C(=O)(O)[O-].[Na+].